Dataset: Reaction yield outcomes from USPTO patents with 853,638 reactions. Task: Predict the reaction yield, written as a fraction of the theoretical maximum amount of product (1.0 means a 100% yield; for example, 0.34 means a 34% yield). (1) The reactants are [CH:1]12[CH2:10][CH:5]3[CH2:6][CH:7]([CH2:9][CH:3]([CH2:4]3)[CH:2]1[O:11][C:12]([N:14]1[CH2:19][CH2:18][C:17]3([C:27]4[C:22](=[CH:23][CH:24]=[CH:25][CH:26]=4)[CH:21]([CH2:28][C:29]([O:31]C)=[O:30])[CH2:20]3)[CH2:16][CH2:15]1)=[O:13])[CH2:8]2.O[Li].O. The catalyst is CO.O. The product is [CH:1]12[CH2:10][CH:5]3[CH2:6][CH:7]([CH2:9][CH:3]([CH2:4]3)[CH:2]1[O:11][C:12]([N:14]1[CH2:15][CH2:16][C:17]3([C:27]4[C:22](=[CH:23][CH:24]=[CH:25][CH:26]=4)[CH:21]([CH2:28][C:29]([OH:31])=[O:30])[CH2:20]3)[CH2:18][CH2:19]1)=[O:13])[CH2:8]2. The yield is 0.480. (2) The reactants are [CH3:1][O:2][C:3]([C:5]1[S:6][C:7]([C:11]2[CH:16]=[CH:15][CH:14]=[CH:13][CH:12]=2)=[CH:8][C:9]=1[NH2:10])=[O:4].[C:17]1(B(O)O)[CH:22]=[CH:21][CH:20]=[CH:19][CH:18]=1.N1C=CC=CC=1. The catalyst is ClCCl.C([O-])(=O)C.[Cu+2].C([O-])(=O)C. The product is [CH3:1][O:2][C:3]([C:5]1[S:6][C:7]([C:11]2[CH:16]=[CH:15][CH:14]=[CH:13][CH:12]=2)=[CH:8][C:9]=1[NH:10][C:17]1[CH:22]=[CH:21][CH:20]=[CH:19][CH:18]=1)=[O:4]. The yield is 0.330. (3) The reactants are [CH:1]([C:3]1[N:4]=[C:5]([NH:8][C:9](=[O:11])[CH3:10])[S:6][CH:7]=1)=O.[Br-].[C:13]([C:16]1[CH:41]=[CH:40][C:19]([CH2:20][P+](C2C=CC=CC=2)(C2C=CC=CC=2)C2C=CC=CC=2)=[C:18]([F:42])[C:17]=1[F:43])([OH:15])=[O:14]. No catalyst specified. The product is [C:9]([NH:8][C:5]1[S:6][CH:7]=[C:3]([CH:1]=[CH:20][C:19]2[CH:40]=[CH:41][C:16]([C:13]([OH:15])=[O:14])=[C:17]([F:43])[C:18]=2[F:42])[N:4]=1)(=[O:11])[CH3:10]. The yield is 0.760. (4) The reactants are CC1(C)C(C)(C)OB([C:9]2[CH:17]=[CH:16][CH:15]=[C:14]3[C:10]=2[CH:11]=[CH:12][NH:13]3)O1.Br[C:20]1[CH:21]=[C:22]([O:28][CH3:29])[C:23]([O:26][CH3:27])=[CH:24][CH:25]=1.[OH-].[Na+]. The catalyst is C1COCC1.[Pd].C(OCC)(=O)C. The product is [CH3:27][O:26][C:23]1[CH:24]=[C:25]([C:9]2[CH:17]=[CH:16][CH:15]=[C:14]3[C:10]=2[CH:11]=[CH:12][NH:13]3)[CH:20]=[CH:21][C:22]=1[O:28][CH3:29]. The yield is 0.720. (5) The reactants are [OH:1][CH2:2][C@H:3]1[O:8][C:7](OC)([C:9]2[S:10][C:11]([CH2:15][C:16]3[CH:21]=[CH:20][C:19]([CH2:22][CH2:23][CH3:24])=[CH:18][CH:17]=3)=[C:12]([CH3:14])[CH:13]=2)[C@H:6]([OH:27])[C@@H:5]([OH:28])[C@@H:4]1[OH:29].C([SiH](CC)CC)C.B(F)(F)F. The catalyst is C(Cl)Cl.C(#N)C. The product is [OH:1][CH2:2][C@@H:3]1[C@@H:4]([OH:29])[C@H:5]([OH:28])[C@@H:6]([OH:27])[C@H:7]([C:9]2[S:10][C:11]([CH2:15][C:16]3[CH:17]=[CH:18][C:19]([CH2:22][CH2:23][CH3:24])=[CH:20][CH:21]=3)=[C:12]([CH3:14])[CH:13]=2)[O:8]1. The yield is 0.370. (6) The yield is 0.780. The reactants are [C:1]([C:3]1[CH:8]=[CH:7][C:6]([N:9]2[C:13](=[O:14])[C:12]([CH3:16])([CH3:15])[N:11]([C:17]3[CH:22]=[CH:21][C:20]([CH2:23][CH2:24][CH2:25][C:26]([NH:28][CH2:29][CH2:30][O:31][CH2:32][CH2:33][O:34][CH2:35][C:36]([O:38]CC)=[O:37])=[O:27])=[CH:19][CH:18]=3)[C:10]2=[S:41])=[CH:5][C:4]=1[C:42]([F:45])([F:44])[F:43])#[N:2].[OH-].[Na+]. The product is [C:1]([C:3]1[CH:8]=[CH:7][C:6]([N:9]2[C:13](=[O:14])[C:12]([CH3:16])([CH3:15])[N:11]([C:17]3[CH:22]=[CH:21][C:20]([CH2:23][CH2:24][CH2:25][C:26]([NH:28][CH2:29][CH2:30][O:31][CH2:32][CH2:33][O:34][CH2:35][C:36]([OH:38])=[O:37])=[O:27])=[CH:19][CH:18]=3)[C:10]2=[S:41])=[CH:5][C:4]=1[C:42]([F:43])([F:45])[F:44])#[N:2]. The catalyst is CO.O.